From a dataset of Forward reaction prediction with 1.9M reactions from USPTO patents (1976-2016). Predict the product of the given reaction. (1) Given the reactants [CH2:1]([O:3][C:4](=[O:17])[CH2:5][NH:6][C:7]1[CH:8]=[CH:9][CH:10]=[C:11]2[C:16]=1[CH:15]=[N:14][CH:13]=[CH:12]2)[CH3:2], predict the reaction product. The product is: [CH2:1]([O:3][C:4](=[O:17])[CH2:5][NH:6][C:7]1[CH:8]=[CH:9][CH:10]=[C:11]2[C:16]=1[CH2:15][NH:14][CH2:13][CH2:12]2)[CH3:2]. (2) Given the reactants F[C:2]1[CH:7]=[CH:6][CH:5]=[CH:4][C:3]=1[C:8](=[O:10])[CH3:9].[OH:11][C:12]1[CH:21]=[CH:20][C:15]([C:16]([O:18][CH3:19])=[O:17])=[CH:14][CH:13]=1.C(=O)([O-])[O-].[K+].[K+], predict the reaction product. The product is: [C:8]([C:3]1[CH:4]=[CH:5][CH:6]=[CH:7][C:2]=1[O:11][C:12]1[CH:13]=[CH:14][C:15]([C:16]([O:18][CH3:19])=[O:17])=[CH:20][CH:21]=1)(=[O:10])[CH3:9]. (3) Given the reactants C1(C)C=CC=CC=1P(C1C=CC=CC=1C)C1C=CC=CC=1C.I[C:24]1[CH:29]=[CH:28][CH:27]=[C:26]([C:30]([F:33])([F:32])[F:31])[CH:25]=1.[CH:34]([C:36]1[CH:37]=[N:38][CH:39]=[C:40]([CH:43]=1)[C:41]#[N:42])=[CH2:35], predict the reaction product. The product is: [F:31][C:30]([F:33])([F:32])[C:26]1[CH:25]=[C:24]([CH:35]=[CH:34][C:36]2[CH:37]=[N:38][CH:39]=[C:40]([CH:43]=2)[C:41]#[N:42])[CH:29]=[CH:28][CH:27]=1. (4) Given the reactants [C@@H:1]1([O:11][CH2:12][CH2:13][N:14]([CH2:24][CH2:25][O:26][C@@H:27]2[O:35][C@@H:34]([CH3:36])[C@@H:32]([OH:33])[C@@H:30]([OH:31])[C@@H:28]2[OH:29])[CH2:15][CH2:16][CH2:17][CH2:18][CH2:19][C:20]([O:22]C)=[O:21])[O:9][C@@H:8]([CH3:10])[C@@H:6]([OH:7])[C@@H:4]([OH:5])[C@@H:2]1[OH:3].[OH-].[Na+].Cl, predict the reaction product. The product is: [C@@H:27]1([O:26][CH2:25][CH2:24][N:14]([CH2:13][CH2:12][O:11][C@@H:1]2[O:9][C@@H:8]([CH3:10])[C@@H:6]([OH:7])[C@@H:4]([OH:5])[C@@H:2]2[OH:3])[CH2:15][CH2:16][CH2:17][CH2:18][CH2:19][C:20]([OH:22])=[O:21])[O:35][C@@H:34]([CH3:36])[C@@H:32]([OH:33])[C@@H:30]([OH:31])[C@@H:28]1[OH:29].